From a dataset of Catalyst prediction with 721,799 reactions and 888 catalyst types from USPTO. Predict which catalyst facilitates the given reaction. (1) Reactant: Br[CH2:2][CH:3]1[CH2:6][CH2:5][CH2:4]1.CCN(C(C)C)C(C)C.[C:16]([N:23]1[CH2:28][CH2:27][NH:26][CH2:25][CH2:24]1)([O:18][C:19]([CH3:22])([CH3:21])[CH3:20])=[O:17]. Product: [CH:3]1([CH2:2][N:26]2[CH2:25][CH2:24][N:23]([C:16]([O:18][C:19]([CH3:22])([CH3:21])[CH3:20])=[O:17])[CH2:28][CH2:27]2)[CH2:6][CH2:5][CH2:4]1. The catalyst class is: 2. (2) Reactant: N.[CH3:2][O:3][C:4]1[CH:5]=[C:6]2[C:11](=[CH:12][C:13]=1[O:14][CH2:15][CH:16]1[CH2:21][CH2:20][N:19]([CH3:22])[CH2:18][CH2:17]1)[N:10]=[CH:9][N:8](COC(=O)C(C)(C)C)[C:7]2=[O:31]. Product: [CH3:2][O:3][C:4]1[CH:5]=[C:6]2[C:11](=[CH:12][C:13]=1[O:14][CH2:15][CH:16]1[CH2:21][CH2:20][N:19]([CH3:22])[CH2:18][CH2:17]1)[N:10]=[CH:9][NH:8][C:7]2=[O:31]. The catalyst class is: 100. (3) The catalyst class is: 4. Reactant: [NH2:1][CH:2]1[CH2:7][CH2:6][CH:5]([NH:8][C:9]2[N:17]=[C:16]3[C:12]([N:13]=[CH:14][N:15]3[CH:18]3[CH2:22][CH2:21][CH2:20][CH2:19]3)=[C:11]([NH:23][CH2:24][C:25]3[CH:26]=[N:27][C:28]([C:31]4[CH:36]=[CH:35][CH:34]=[CH:33][C:32]=4[O:37]C)=[CH:29][CH:30]=3)[N:10]=2)[CH2:4][CH2:3]1.CO. Product: [NH2:1][CH:2]1[CH2:3][CH2:4][CH:5]([NH:8][C:9]2[N:17]=[C:16]3[C:12]([N:13]=[CH:14][N:15]3[CH:18]3[CH2:19][CH2:20][CH2:21][CH2:22]3)=[C:11]([NH:23][CH2:24][C:25]3[CH:26]=[N:27][C:28]([C:31]4[CH:36]=[CH:35][CH:34]=[CH:33][C:32]=4[OH:37])=[CH:29][CH:30]=3)[N:10]=2)[CH2:6][CH2:7]1.